Dataset: NCI-60 drug combinations with 297,098 pairs across 59 cell lines. Task: Regression. Given two drug SMILES strings and cell line genomic features, predict the synergy score measuring deviation from expected non-interaction effect. Drug 1: CC1=C2C(C(=O)C3(C(CC4C(C3C(C(C2(C)C)(CC1OC(=O)C(C(C5=CC=CC=C5)NC(=O)C6=CC=CC=C6)O)O)OC(=O)C7=CC=CC=C7)(CO4)OC(=O)C)O)C)OC(=O)C. Drug 2: CC1C(C(CC(O1)OC2CC(OC(C2O)C)OC3=CC4=CC5=C(C(=O)C(C(C5)C(C(=O)C(C(C)O)O)OC)OC6CC(C(C(O6)C)O)OC7CC(C(C(O7)C)O)OC8CC(C(C(O8)C)O)(C)O)C(=C4C(=C3C)O)O)O)O. Cell line: LOX IMVI. Synergy scores: CSS=87.2, Synergy_ZIP=2.37, Synergy_Bliss=1.70, Synergy_Loewe=-0.482, Synergy_HSA=0.909.